Dataset: Forward reaction prediction with 1.9M reactions from USPTO patents (1976-2016). Task: Predict the product of the given reaction. (1) Given the reactants O.[N+:2]([C:5]1[CH:10]=[CH:9][C:8]([N:11]2[CH2:16][CH2:15][CH2:14][CH2:13][C:12]2=[O:17])=[C:7]([CH3:18])[CH:6]=1)([O-])=O, predict the reaction product. The product is: [NH2:2][C:5]1[CH:10]=[CH:9][C:8]([N:11]2[CH2:16][CH2:15][CH2:14][CH2:13][C:12]2=[O:17])=[C:7]([CH3:18])[CH:6]=1. (2) Given the reactants [CH2:1]([O:7][CH2:8][CH2:9][CH2:10][CH2:11][CH2:12][CH3:13])CCCCC.C([Sn]CCCC)CCC.[CH2:23]([OH:29])[CH2:24][CH2:25][CH2:26][CH2:27][CH3:28].C(=O)=[O:31], predict the reaction product. The product is: [C:1](=[O:31])([O:7][CH2:8][CH2:9][CH2:10][CH2:11][CH2:12][CH3:13])[O:29][CH2:23][CH2:24][CH2:25][CH2:26][CH2:27][CH3:28]. (3) Given the reactants Cl[CH2:2][C:3]1[N:4]=[C:5]([CH:8]=[CH:9][C:10]2[CH:15]=[CH:14][C:13]([O:16][CH:17]([F:19])[F:18])=[CH:12][CH:11]=2)[O:6][CH:7]=1.[N:20]1([CH2:25][CH2:26][CH2:27][CH2:28][C:29]2[CH:34]=[CH:33][C:32]([OH:35])=[CH:31][CH:30]=2)[CH:24]=[CH:23][N:22]=[N:21]1.[I-].[K+].C[O-].[Na+], predict the reaction product. The product is: [F:18][CH:17]([F:19])[O:16][C:13]1[CH:14]=[CH:15][C:10]([CH:9]=[CH:8][C:5]2[O:6][CH:7]=[C:3]([CH2:2][O:35][C:32]3[CH:33]=[CH:34][C:29]([CH2:28][CH2:27][CH2:26][CH2:25][N:20]4[CH:24]=[CH:23][N:22]=[N:21]4)=[CH:30][CH:31]=3)[N:4]=2)=[CH:11][CH:12]=1. (4) Given the reactants [H-].[Na+].[Br:3][C:4]1[C:5]2[NH:12][CH:11]=[CH:10][C:6]=2[CH:7]=[N:8][CH:9]=1.[CH3:13]I, predict the reaction product. The product is: [Br:3][C:4]1[C:5]2[N:12]([CH3:13])[CH:11]=[CH:10][C:6]=2[CH:7]=[N:8][CH:9]=1. (5) Given the reactants [F:1][CH:2]([F:20])[O:3][C:4]1[CH:9]=[CH:8][C:7]([C:10]2[CH:11]=[N:12][CH:13]=[C:14]([CH:19]=2)[C:15]([O:17][CH3:18])=[O:16])=[CH:6][CH:5]=1, predict the reaction product. The product is: [F:20][CH:2]([F:1])[O:3][C:4]1[CH:5]=[CH:6][C:7]([CH:10]2[CH2:11][NH:12][CH2:13][CH:14]([C:15]([O:17][CH3:18])=[O:16])[CH2:19]2)=[CH:8][CH:9]=1. (6) Given the reactants [CH2:1]([C:6]1[CH:11]=[CH:10][C:9]([NH:12][C:13](=[O:15])[CH3:14])=[CH:8][CH:7]=1)[C:2]([CH3:5])([CH3:4])[CH3:3].[N+:16]([O-])([OH:18])=[O:17].O, predict the reaction product. The product is: [CH2:1]([C:6]1[CH:7]=[CH:8][C:9]([NH:12][C:13](=[O:15])[CH3:14])=[C:10]([N+:16]([O-:18])=[O:17])[CH:11]=1)[C:2]([CH3:5])([CH3:4])[CH3:3]. (7) Given the reactants [NH2:1][C:2]1[CH:7]=[CH:6][C:5]([Cl:8])=[CH:4][C:3]=1[CH2:9][O:10][C:11]1[CH:20]=[CH:19][C:14]([C:15]([O:17][CH3:18])=[O:16])=[CH:13][CH:12]=1.[Cl:21][C:22]1[CH:27]=[CH:26][C:25]([S:28](Cl)(=[O:30])=[O:29])=[CH:24][CH:23]=1.O, predict the reaction product. The product is: [Cl:21][C:22]1[CH:27]=[CH:26][C:25]([S:28]([NH:1][C:2]2[CH:7]=[CH:6][C:5]([Cl:8])=[CH:4][C:3]=2[CH2:9][O:10][C:11]2[CH:20]=[CH:19][C:14]([C:15]([O:17][CH3:18])=[O:16])=[CH:13][CH:12]=2)(=[O:30])=[O:29])=[CH:24][CH:23]=1.